This data is from NCI-60 drug combinations with 297,098 pairs across 59 cell lines. The task is: Regression. Given two drug SMILES strings and cell line genomic features, predict the synergy score measuring deviation from expected non-interaction effect. Drug 1: CC1C(C(CC(O1)OC2CC(CC3=C2C(=C4C(=C3O)C(=O)C5=C(C4=O)C(=CC=C5)OC)O)(C(=O)C)O)N)O.Cl. Drug 2: C1=NNC2=C1C(=O)NC=N2. Cell line: K-562. Synergy scores: CSS=22.7, Synergy_ZIP=-4.49, Synergy_Bliss=1.32, Synergy_Loewe=-13.6, Synergy_HSA=1.60.